Dataset: Catalyst prediction with 721,799 reactions and 888 catalyst types from USPTO. Task: Predict which catalyst facilitates the given reaction. (1) Reactant: [C:1]([C:3]1[CH:7]=[C:6]([CH:8]=[O:9])[S:5][CH:4]=1)#[N:2].O1C[CH2:13][CH2:12][CH2:11]1.C([Mg]Cl)(C)C.C(OCC)(=O)C. Product: [C:1]([C:3]1[CH:7]=[C:6]([CH:8]([OH:9])[CH:12]([CH3:13])[CH3:11])[S:5][CH:4]=1)#[N:2]. The catalyst class is: 28. (2) The catalyst class is: 181. Reactant: [Cl:1][C:2]1[CH:3]=[CH:4][C:5]([O:10][CH2:11][C:12]([F:15])([F:14])[F:13])=[C:6]([CH:9]=1)[C:7]#N.C(O)=[O:17]. Product: [Cl:1][C:2]1[CH:3]=[CH:4][C:5]([O:10][CH2:11][C:12]([F:15])([F:14])[F:13])=[C:6]([CH:9]=1)[CH:7]=[O:17].